From a dataset of Reaction yield outcomes from USPTO patents with 853,638 reactions. Predict the reaction yield, written as a fraction of the theoretical maximum amount of product (1.0 means a 100% yield; for example, 0.34 means a 34% yield). (1) The reactants are [CH3:1][C:2]1[NH:3][C:4]2[C:9]([C:10]=1[CH3:11])=[CH:8][C:7]([O:12]C)=[CH:6][CH:5]=2.B(Br)(Br)Br.[OH-].[Na+]. The catalyst is O. The product is [CH3:1][C:2]1[NH:3][C:4]2[C:9]([C:10]=1[CH3:11])=[CH:8][C:7]([OH:12])=[CH:6][CH:5]=2. The yield is 0.770. (2) The reactants are I[C:2]1[CH:7]=[CH:6][C:5]([C:8]2[C:9]([C:27]([F:30])([F:29])[F:28])=[C:10]([CH2:14][O:15][CH:16]3[CH2:19][N:18]([C:20]([NH:22][C:23]([CH3:26])([CH3:25])[CH3:24])=[O:21])[CH2:17]3)[CH:11]=[CH:12][CH:13]=2)=[CH:4][CH:3]=1.B1([C:37]2[CH:42]=[CH:41][CH:40]=[N:39][CH:38]=2)OCCCO1.C1(P(C2C=CC=CC=2)C2C=CC=CC=2)C=CC=CC=1.C(=O)(O)[O-].[Na+]. The catalyst is O1CCCC1.C([O-])(=O)C.[Pd+2].C([O-])(=O)C. The product is [N:39]1[CH:40]=[CH:41][CH:42]=[C:37]([C:2]2[CH:3]=[CH:4][C:5]([C:8]3[C:9]([C:27]([F:29])([F:30])[F:28])=[C:10]([CH2:14][O:15][CH:16]4[CH2:19][N:18]([C:20]([NH:22][C:23]([CH3:26])([CH3:24])[CH3:25])=[O:21])[CH2:17]4)[CH:11]=[CH:12][CH:13]=3)=[CH:6][CH:7]=2)[CH:38]=1. The yield is 0.0850. (3) The reactants are [CH2:1]([O:3][C:4]1[C:9]([C:10]2[NH:15][C:14](=[O:16])[C:13]3=[C:17]([CH3:23])[N:18]=[C:19]([CH2:20][CH2:21][CH3:22])[N:12]3[N:11]=2)=[CH:8][C:7]([S:24](Cl)(=[O:26])=[O:25])=[C:6]([O:28][CH3:29])[CH:5]=1)[CH3:2].CN(C1C=CC=CN=1)C.[CH3:39][N:40]1[CH2:45][CH2:44][NH:43][CH2:42][CH2:41]1. The catalyst is ClCCl. The product is [CH2:1]([O:3][C:4]1[CH:5]=[C:6]([O:28][CH3:29])[C:7]([S:24]([N:43]2[CH2:44][CH2:45][N:40]([CH3:39])[CH2:41][CH2:42]2)(=[O:26])=[O:25])=[CH:8][C:9]=1[C:10]1[NH:15][C:14](=[O:16])[C:13]2=[C:17]([CH3:23])[N:18]=[C:19]([CH2:20][CH2:21][CH3:22])[N:12]2[N:11]=1)[CH3:2]. The yield is 0.550. (4) The reactants are [OH:1][C:2]1[C:11]2[C:6](=[CH:7][CH:8]=[CH:9][CH:10]=2)[C:5](=[O:12])[NH:4][C:3]=1[C:13]1[CH:18]=[CH:17][CH:16]=[C:15]([O:19][CH3:20])[CH:14]=1.[C:21]([O:25][C:26](=[O:31])[NH:27][CH2:28][CH2:29]Br)([CH3:24])([CH3:23])[CH3:22].C(=O)([O-])[O-].[Cs+].[Cs+].O. The catalyst is CN(C)C(=O)C. The product is [C:21]([O:25][C:26](=[O:31])[NH:27][CH2:28][CH2:29][O:1][C:2]1[C:11]2[C:6](=[CH:7][CH:8]=[CH:9][CH:10]=2)[C:5](=[O:12])[NH:4][C:3]=1[C:13]1[CH:18]=[CH:17][CH:16]=[C:15]([O:19][CH3:20])[CH:14]=1)([CH3:24])([CH3:23])[CH3:22]. The yield is 0.550. (5) The reactants are [Br:1][C:2]1[CH:10]=[CH:9][CH:8]=[C:7]2[C:3]=1[C:4]([C:20]1[C:21](O)=[CH:22][C:23]3[O:27][C:26]([CH3:29])([CH3:28])[CH2:25][C:24]=3[CH:30]=1)([CH2:18][OH:19])[C:5](=[O:17])[N:6]2[CH2:11][C:12]([O:14][CH2:15][CH3:16])=[O:13].C1(CCN2C3C(=CC=CC=3)C(C3C(O)=CC4OCOC=4C=3)(CO)C2=O)CC1. No catalyst specified. The product is [Br:1][C:2]1[CH:10]=[CH:9][CH:8]=[C:7]2[C:3]=1[C:4]1([CH2:18][O:19][C:21]3[CH:22]=[C:23]4[C:24](=[CH:30][C:20]1=3)[CH2:25][C:26]([CH3:29])([CH3:28])[O:27]4)[C:5](=[O:17])[N:6]2[CH2:11][C:12]([O:14][CH2:15][CH3:16])=[O:13]. The yield is 0.520. (6) The reactants are Cl[C:2]1[N:10]=[C:9]2[C:5]([N:6]=[CH:7][N:8]2[CH3:11])=[C:4]([NH:12][CH2:13][CH:14]([C:21]2[CH:26]=[CH:25][CH:24]=[CH:23][CH:22]=2)[C:15]2[CH:20]=[CH:19][CH:18]=[CH:17][CH:16]=2)[N:3]=1.[NH2:27][C@H:28]([CH2:31][CH3:32])[CH2:29][OH:30]. The catalyst is O. The product is [C:15]1([CH:14]([C:21]2[CH:26]=[CH:25][CH:24]=[CH:23][CH:22]=2)[CH2:13][NH:12][C:4]2[N:3]=[C:2]([NH:27][C@H:28]([CH2:31][CH3:32])[CH2:29][OH:30])[N:10]=[C:9]3[C:5]=2[N:6]=[CH:7][N:8]3[CH3:11])[CH:20]=[CH:19][CH:18]=[CH:17][CH:16]=1. The yield is 0.630. (7) The reactants are [CH2:1]([O:4][C:5]([C@H:7]1[CH2:11][CH2:10][CH2:9][N:8]1[C:12](=[O:30])[CH2:13][CH2:14][CH2:15][CH2:16][C:17]([N:19]1[CH2:23][CH2:22][CH2:21][C@@H:20]1[C:24]([O:26][CH2:27][CH:28]=C)=[O:25])=[O:18])=[O:6])[CH:2]=C. The catalyst is ClCCl.C1CCC(P(C2CCCCC2)C2CCCCC2)CC1.C1CCC(P(C2CCCCC2)C2CCCCC2)CC1.C1C=CC(C=[Ru](Cl)Cl)=CC=1. The product is [N:8]12[CH2:9][CH2:10][CH2:11][C@@H:7]1[C:5](=[O:6])[O:4][CH2:1][CH:2]=[CH:28][CH2:27][O:26][C:24](=[O:25])[C@@H:20]1[N:19]([CH2:23][CH2:22][CH2:21]1)[C:17](=[O:18])[CH2:16][CH2:15][CH2:14][CH2:13][C:12]2=[O:30]. The yield is 0.280. (8) The catalyst is O1CCCC1.O. The reactants are [C:1]([Si:5]([CH3:25])([CH3:24])[O:6][CH:7]([C:9]([CH3:23])([CH:21]=[CH2:22])[C:10](N1[C@@H](C(C)C)COC1=O)=[O:11])[CH3:8])([CH3:4])([CH3:3])[CH3:2].[OH:26]O.O.[OH-].[Li+]. The yield is 0.380. The product is [C:1]([Si:5]([CH3:25])([CH3:24])[O:6][CH:7]([C:9]([CH3:23])([CH:21]=[CH2:22])[C:10]([OH:11])=[O:26])[CH3:8])([CH3:2])([CH3:3])[CH3:4].